From a dataset of Reaction yield outcomes from USPTO patents with 853,638 reactions. Predict the reaction yield, written as a fraction of the theoretical maximum amount of product (1.0 means a 100% yield; for example, 0.34 means a 34% yield). (1) The catalyst is CO. The product is [C:1]([O:9][C@H:10]1[CH2:15][C@@H:14]([OH:16])[CH2:13][N:12]([C:24]([O:26][CH2:27][C:28]2[CH:33]=[CH:32][CH:31]=[CH:30][CH:29]=2)=[O:25])[CH2:11]1)(=[O:8])[C:2]1[CH:3]=[CH:4][CH:5]=[CH:6][CH:7]=1. The yield is 0.950. The reactants are [C:1]([O:9][C@H:10]1[CH2:15][C@@H:14]([O:16][Si](C(C)(C)C)(C)C)[CH2:13][N:12]([C:24]([O:26][CH2:27][C:28]2[CH:33]=[CH:32][CH:31]=[CH:30][CH:29]=2)=[O:25])[CH2:11]1)(=[O:8])[C:2]1[CH:7]=[CH:6][CH:5]=[CH:4][CH:3]=1.Cl.C(O)(C)C. (2) The catalyst is ClCCl. The reactants are [C:1]1([CH:7]([C:13]2[CH:18]=[CH:17][CH:16]=[CH:15][CH:14]=2)[N:8]2[CH2:11][C:10](=[O:12])[CH2:9]2)[CH:6]=[CH:5][CH:4]=[CH:3][CH:2]=1.C([N:21]([CH2:24]C)CC)C.[CH3:26][Si:27](C#N)([CH3:29])[CH3:28]. The product is [C:13]1([CH:7]([C:1]2[CH:2]=[CH:3][CH:4]=[CH:5][CH:6]=2)[N:8]2[CH2:11][C:10]([O:12][Si:27]([CH3:29])([CH3:28])[CH3:26])([C:24]#[N:21])[CH2:9]2)[CH:14]=[CH:15][CH:16]=[CH:17][CH:18]=1. The yield is 0.910. (3) The reactants are [Cl:1][C:2]1[CH:23]=[C:22]([C:24]([F:27])([F:26])[F:25])[CH:21]=[CH:20][C:3]=1[CH2:4][N:5]1[C:9]([CH2:10][CH2:11][C:12]([O:14]CC)=[O:13])=[CH:8][C:7]([CH:17]([CH3:19])[CH3:18])=[N:6]1.[OH-].[Na+].O1CCCC1. The catalyst is C(O)C. The product is [Cl:1][C:2]1[CH:23]=[C:22]([C:24]([F:27])([F:25])[F:26])[CH:21]=[CH:20][C:3]=1[CH2:4][N:5]1[C:9]([CH2:10][CH2:11][C:12]([OH:14])=[O:13])=[CH:8][C:7]([CH:17]([CH3:19])[CH3:18])=[N:6]1. The yield is 0.680. (4) The reactants are [N+:1]([C:4]1[CH:17]=[CH:16][C:7]([C:8]([N:10]2[CH2:15][CH2:14][S:13][CH2:12][CH2:11]2)=[O:9])=[CH:6][CH:5]=1)([O-])=O.[NH4+].[Cl-]. The catalyst is C(O)C.O.[Fe]. The product is [NH2:1][C:4]1[CH:17]=[CH:16][C:7]([C:8]([N:10]2[CH2:11][CH2:12][S:13][CH2:14][CH2:15]2)=[O:9])=[CH:6][CH:5]=1. The yield is 1.00. (5) The reactants are [CH3:1][N:2]1[C:8](=[O:9])[C:7]2[CH:10]=[CH:11][CH:12]=[CH:13][C:6]=2[S:5][C:4]2[CH:14]=[CH:15][C:16]([C:18]([OH:20])=[O:19])=[CH:17][C:3]1=2.OO.[O-:23]S([O-])(=S)=O.[Na+].[Na+]. The catalyst is C(O)(=O)C.O. The product is [CH3:1][N:2]1[C:8](=[O:9])[C:7]2[CH:10]=[CH:11][CH:12]=[CH:13][C:6]=2[S:5](=[O:23])[C:4]2[CH:14]=[CH:15][C:16]([C:18]([OH:20])=[O:19])=[CH:17][C:3]1=2. The yield is 0.850. (6) The reactants are [OH:1][C:2]1[CH:11]=[CH:10][CH:9]=[C:8]2[C:3]=1[CH:4]=[CH:5][CH:6]=[N:7]2.[Br:12][C:13]1[CH:14]=[C:15]([CH:18]=[C:19]([O:23][CH3:24])[C:20]=1[O:21][CH3:22])[CH:16]=O.[C:25](#[N:29])[CH2:26][C:27]#[N:28].C1N2CCN(CC2)C1. The catalyst is C(O)C.O. The product is [NH2:29][C:25]1[O:1][C:2]2[C:11]([CH:16]([C:15]3[CH:18]=[C:19]([O:23][CH3:24])[C:20]([O:21][CH3:22])=[C:13]([Br:12])[CH:14]=3)[C:26]=1[C:27]#[N:28])=[CH:10][CH:9]=[C:8]1[C:3]=2[CH:4]=[CH:5][CH:6]=[N:7]1. The yield is 0.360. (7) The reactants are Cl[C:2]1[N:7]=[CH:6][N:5]=[C:4]([NH2:8])[CH:3]=1.CO[C:11]1[N:16]=[CH:15][C:14](B(O)O)=[CH:13]N=1.[C:20]([O-])([O-])=O.[Na+].[Na+]. The catalyst is COCCOC.CCO.O.Cl[Pd](Cl)([P](C1C=CC=CC=1)(C1C=CC=CC=1)C1C=CC=CC=1)[P](C1C=CC=CC=1)(C1C=CC=CC=1)C1C=CC=CC=1. The product is [N:16]1[CH:11]=[CH:20][CH:13]=[C:14]([C:2]2[N:7]=[CH:6][N:5]=[C:4]([NH2:8])[CH:3]=2)[CH:15]=1. The yield is 0.510.